This data is from Peptide-MHC class I binding affinity with 185,985 pairs from IEDB/IMGT. The task is: Regression. Given a peptide amino acid sequence and an MHC pseudo amino acid sequence, predict their binding affinity value. This is MHC class I binding data. The peptide sequence is LFVCFLIFHF. The MHC is HLA-A30:02 with pseudo-sequence HLA-A30:02. The binding affinity (normalized) is 0.149.